Predict the reaction yield, written as a fraction of the theoretical maximum amount of product (1.0 means a 100% yield; for example, 0.34 means a 34% yield). From a dataset of Reaction yield outcomes from USPTO patents with 853,638 reactions. (1) The reactants are [NH2:1][C:2]1[CH:30]=[CH:29][C:5]([O:6][C:7]2[C:16]3[C:11](=[CH:12][C:13]([O:19][CH2:20][C@@H:21]([OH:28])[CH2:22][N:23]([CH2:26][CH3:27])[CH2:24][CH3:25])=[C:14]([C:17]#[N:18])[CH:15]=3)[N:10]=[CH:9][CH:8]=2)=[CH:4][C:3]=1[Cl:31].[N:32]1[CH:37]=C[CH:35]=[CH:34][CH:33]=1.ClC(OC1C=CC=CC=1)=[O:40].C1(N)CC1.C(=O)(O)[O-].[Na+]. The catalyst is CN(C)C=O.C(OCC)(=O)C. The product is [Cl:31][C:3]1[CH:4]=[C:5]([O:6][C:7]2[C:16]3[C:11](=[CH:12][C:13]([O:19][CH2:20][C@@H:21]([OH:28])[CH2:22][N:23]([CH2:26][CH3:27])[CH2:24][CH3:25])=[C:14]([C:17]#[N:18])[CH:15]=3)[N:10]=[CH:9][CH:8]=2)[CH:29]=[CH:30][C:2]=1[NH:1][C:37]([NH:32][CH:33]1[CH2:35][CH2:34]1)=[O:40]. The yield is 0.405. (2) The reactants are [N+:1]([C:4]1[CH:12]=[C:7]2[CH2:8][NH:9][CH2:10][CH2:11][N:6]2[N:5]=1)([O-:3])=[O:2].C(N(CC)CC)C.[C:20](Cl)(=[O:22])[CH3:21].C(Cl)Cl. The catalyst is CO. The product is [N+:1]([C:4]1[CH:12]=[C:7]2[CH2:8][N:9]([C:20](=[O:22])[CH3:21])[CH2:10][CH2:11][N:6]2[N:5]=1)([O-:3])=[O:2]. The yield is 0.840. (3) The reactants are [OH:1][C:2]1[CH:11]=[CH:10][C:5]2[O:6][CH2:7][CH2:8][O:9][C:4]=2[CH:3]=1.[Cl:12]N1C(=O)CCC1=O. The catalyst is CN(C)C=O. The product is [Cl:12][C:11]1[C:2]([OH:1])=[CH:3][C:4]2[O:9][CH2:8][CH2:7][O:6][C:5]=2[CH:10]=1. The yield is 0.960. (4) The catalyst is C(Cl)Cl. The yield is 0.169. The product is [CH2:31]([CH:30]([CH2:35][CH2:36][CH2:37][CH3:38])[C@H:14]([NH:11][S:7]([C:5]1[S:6][C:2]([Cl:1])=[CH:3][CH:4]=1)(=[O:9])=[O:8])[CH2:15][OH:16])[CH2:32][CH2:33][CH3:34]. The reactants are [Cl:1][C:2]1[S:6][C:5]([S:7](Cl)(=[O:9])=[O:8])=[CH:4][CH:3]=1.[N:11]([C@@H:14]([CH:30]([CH2:35][CH2:36][CH2:37][CH3:38])[CH2:31][CH2:32][CH2:33][CH3:34])[C:15](N1[C@H](CC2C=CC=CC=2)COC1=O)=[O:16])=[N+]=[N-].C(N(CC)CC)C.CCOC(C)=O.CCCCCC. (5) The product is [CH3:22][O:23][C:2]1[N:11]=[C:10]([N:12]([C:14]2[CH:19]=[CH:18][C:17]([O:20][CH3:21])=[CH:16][CH:15]=2)[CH3:13])[C:9]2[C:4](=[CH:5][CH:6]=[CH:7][CH:8]=2)[N:3]=1. The yield is 0.540. The catalyst is CO.C(OC(=O)C)C. The reactants are Cl[C:2]1[N:11]=[C:10]([N:12]([C:14]2[CH:19]=[CH:18][C:17]([O:20][CH3:21])=[CH:16][CH:15]=2)[CH3:13])[C:9]2[C:4](=[CH:5][CH:6]=[CH:7][CH:8]=2)[N:3]=1.[CH3:22][O-:23].[Na+]. (6) The reactants are [CH:1]1[C:13]2[NH:12][C:11]3[C:6](=[CH:7][CH:8]=[CH:9][CH:10]=3)[C:5]=2[CH:4]=[CH:3][CH:2]=1.CN(C=O)C.[H-].[Na+].Cl.Cl[CH2:23][CH:24]([N:26]([CH3:28])[CH3:27])[CH3:25]. The catalyst is C1COCC1. The product is [CH:10]1[C:11]2[N:12]([CH2:23][CH:24]([N:26]([CH3:28])[CH3:27])[CH3:25])[C:13]3[C:5](=[CH:4][CH:3]=[CH:2][CH:1]=3)[C:6]=2[CH:7]=[CH:8][CH:9]=1. The yield is 0.200. (7) The reactants are [I:1][C:2]1[CH:3]=[C:4]2[C:8](=[CH:9][CH:10]=1)[NH:7][C:6](=[O:11])[C:5]2=O.[NH:13]([C:15]([C:17]1[CH:22]=[CH:21][C:20]([NH:23][C:24](=[O:34])[CH2:25][CH2:26][C:27]2[CH:32]=[CH:31][CH:30]=[C:29]([OH:33])[CH:28]=2)=[CH:19][CH:18]=1)=[O:16])[NH2:14]. The catalyst is C(O)(=O)C. The product is [OH:33][C:29]1[CH:28]=[C:27]([CH2:26][CH2:25][C:24]([NH:23][C:20]2[CH:21]=[CH:22][C:17]([C:15]([NH:13][N:14]=[C:5]3[C:4]4[C:8](=[CH:9][CH:10]=[C:2]([I:1])[CH:3]=4)[NH:7][C:6]3=[O:11])=[O:16])=[CH:18][CH:19]=2)=[O:34])[CH:32]=[CH:31][CH:30]=1. The yield is 0.630.